Task: Predict the reactants needed to synthesize the given product.. Dataset: Full USPTO retrosynthesis dataset with 1.9M reactions from patents (1976-2016) (1) The reactants are: [Br:1][C:2]1[C:6]2[CH:7]=[N:8][C:9]([N+:23]([O-:25])=[O:24])=[C:10]([O:11]C(C3C(Cl)=CC=C(F)C=3Cl)C)[C:5]=2[O:4][CH:3]=1.Br. Given the product [Br:1][C:2]1[C:6]2[CH:7]=[N:8][C:9]([N+:23]([O-:25])=[O:24])=[C:10]([OH:11])[C:5]=2[O:4][CH:3]=1, predict the reactants needed to synthesize it. (2) Given the product [O:1]1[C:5]2[CH:6]=[CH:7][CH:8]=[CH:9][C:4]=2[C:3]([N:10]2[CH2:15][CH2:14][N:13]([CH2:16][CH2:17][C:18]3[CH:19]=[C:20]4[C:24](=[CH:25][CH:26]=3)[C:23]([CH3:27])([CH3:28])[CH:22]([NH:29][S:33]([CH3:32])(=[O:35])=[O:34])[C:21]4([CH3:31])[CH3:30])[CH2:12][CH2:11]2)=[N:2]1, predict the reactants needed to synthesize it. The reactants are: [O:1]1[C:5]2[CH:6]=[CH:7][CH:8]=[CH:9][C:4]=2[C:3]([N:10]2[CH2:15][CH2:14][N:13]([CH2:16][CH2:17][C:18]3[CH:19]=[C:20]4[C:24](=[CH:25][CH:26]=3)[C:23]([CH3:28])([CH3:27])[CH:22]([NH2:29])[C:21]4([CH3:31])[CH3:30])[CH2:12][CH2:11]2)=[N:2]1.[CH3:32][S:33](Cl)(=[O:35])=[O:34].C(N(CC)CC)C. (3) Given the product [CH2:12]([NH:11][C:9](=[O:10])[C:8]([CH3:17])([C:5]1[CH:6]=[CH:7][C:2]([C:20]2[C:19]([CH3:18])=[CH:23][S:22][CH:21]=2)=[CH:3][CH:4]=1)[CH3:16])[CH:13]([CH3:15])[CH3:14], predict the reactants needed to synthesize it. The reactants are: Br[C:2]1[CH:7]=[CH:6][C:5]([C:8]([CH3:17])([CH3:16])[C:9]([NH:11][CH2:12][CH:13]([CH3:15])[CH3:14])=[O:10])=[CH:4][CH:3]=1.[CH3:18][C:19]1[C:20](B(O)O)=[CH:21][S:22][CH:23]=1. (4) The reactants are: [CH:1]12[CH2:7][CH:4]([CH2:5][CH2:6]1)[CH:3]=[CH:2]2.[CH2:8]([O:12][CH3:13])[CH:9]1[O:11][CH2:10]1.[CH2:14]1[CH2:18]O[CH2:16][CH2:15]1. Given the product [CH2:18]([C:1]12[CH2:7][CH:4]([CH2:5][CH2:6]1)[CH:3]=[CH:2]2)[CH2:14][CH2:15][CH3:16].[CH:1]12[CH2:7][CH:4]([CH2:5][CH2:6]1)[CH:3]=[CH:2]2.[CH2:8]([O:12][CH3:13])[CH:9]1[O:11][CH2:10]1, predict the reactants needed to synthesize it. (5) Given the product [C:1]1([CH2:7][O:8][C:9]2[CH:14]=[CH:13][C:12]([CH2:15][N:16]3[CH2:22][CH2:21][CH2:20][N:19]([CH2:24][CH2:25][CH2:26][C:27]([O:29][CH3:30])=[O:28])[CH2:18][CH2:17]3)=[CH:11][CH:10]=2)[CH:6]=[CH:5][CH:4]=[CH:3][CH:2]=1, predict the reactants needed to synthesize it. The reactants are: [C:1]1([CH2:7][O:8][C:9]2[CH:14]=[CH:13][C:12]([CH2:15][N:16]3[CH2:22][CH2:21][CH2:20][NH:19][CH2:18][CH2:17]3)=[CH:11][CH:10]=2)[CH:6]=[CH:5][CH:4]=[CH:3][CH:2]=1.Br[CH2:24][CH2:25][CH2:26][C:27]([O:29][CH3:30])=[O:28].C(N(CC)CC)C.C(=O)(O)[O-]. (6) Given the product [NH2:40][C:41]1[N:46]=[CH:45][N:44]=[C:43]2[N:47]([C@H:67]3[CH2:72][CH2:71][C@@H:70]([N:73]4[CH2:74][CH2:75][N:76]([CH3:79])[CH2:77][CH2:78]4)[CH2:69][CH2:68]3)[N:48]=[C:49]([C:50]3[CH:55]=[CH:54][C:53]([NH:56][C:57]4[O:39][C:33]5[C:34]([Cl:38])=[CH:35][CH:36]=[CH:37][C:32]=5[N:31]=4)=[CH:52][CH:51]=3)[C:42]=12, predict the reactants needed to synthesize it. The reactants are: NC1C=CC(C2C3C(=NC=NC=3N)N([C@H]3CC[C@@H](N4CCN(C)CC4)CC3)N=2)=CC=1.[NH2:31][C:32]1[CH:37]=[CH:36][CH:35]=[C:34]([Cl:38])[C:33]=1[OH:39].[NH2:40][C:41]1[N:46]=[CH:45][N:44]=[C:43]2[N:47]([C@H:67]3[CH2:72][CH2:71][C@@H:70]([N:73]4[CH2:78][CH2:77][N:76]([CH3:79])[CH2:75][CH2:74]4)[CH2:69][CH2:68]3)[N:48]=[C:49]([C:50]3[CH:55]=[CH:54][C:53]([NH:56][C:57]4OC5C=CC=C(C)C=5N=4)=[CH:52][CH:51]=3)[C:42]=12.